This data is from Peptide-MHC class I binding affinity with 185,985 pairs from IEDB/IMGT. The task is: Regression. Given a peptide amino acid sequence and an MHC pseudo amino acid sequence, predict their binding affinity value. This is MHC class I binding data. (1) The peptide sequence is VEIEVLGKRI. The MHC is H-2-Kk with pseudo-sequence H-2-Kk. The binding affinity (normalized) is 0.800. (2) The peptide sequence is DTMRPTTVV. The MHC is HLA-A68:02 with pseudo-sequence HLA-A68:02. The binding affinity (normalized) is 0.971. (3) The peptide sequence is VEEDIRWKF. The MHC is HLA-B18:01 with pseudo-sequence HLA-B18:01. The binding affinity (normalized) is 0.724. (4) The peptide sequence is FTNPLFYHK. The MHC is HLA-A31:01 with pseudo-sequence HLA-A31:01. The binding affinity (normalized) is 0.872. (5) The peptide sequence is YTPEQWWPF. The MHC is HLA-A26:01 with pseudo-sequence HLA-A26:01. The binding affinity (normalized) is 0.772.